Dataset: Peptide-MHC class I binding affinity with 185,985 pairs from IEDB/IMGT. Task: Regression. Given a peptide amino acid sequence and an MHC pseudo amino acid sequence, predict their binding affinity value. This is MHC class I binding data. (1) The peptide sequence is QLLALADRIY. The MHC is Mamu-B17 with pseudo-sequence Mamu-B17. The binding affinity (normalized) is 0. (2) The binding affinity (normalized) is 0.0847. The peptide sequence is VSSKKCTAL. The MHC is HLA-B46:01 with pseudo-sequence HLA-B46:01. (3) The peptide sequence is IAMGYVVSSF. The MHC is HLA-A30:01 with pseudo-sequence HLA-A30:01. The binding affinity (normalized) is 0.157. (4) The peptide sequence is YEDKVWDKY. The MHC is HLA-A32:01 with pseudo-sequence HLA-A32:01. The binding affinity (normalized) is 0.